From a dataset of Forward reaction prediction with 1.9M reactions from USPTO patents (1976-2016). Predict the product of the given reaction. (1) Given the reactants [C:1]([NH:5][C:6]1[C:7]2[S:15][CH:14]=[C:13]([CH2:16][CH3:17])[C:8]=2[N:9]=[C:10](Cl)[N:11]=1)([CH3:4])([CH3:3])[CH3:2].[CH2:18]([NH2:21])[CH:19]=[CH2:20].C(=O)([O-])O.[Na+], predict the reaction product. The product is: [CH2:18]([NH:21][C:10]1[N:11]=[C:6]([NH:5][C:1]([CH3:4])([CH3:3])[CH3:2])[C:7]2[S:15][CH:14]=[C:13]([CH2:16][CH3:17])[C:8]=2[N:9]=1)[CH:19]=[CH2:20]. (2) Given the reactants CN(C)C(=O)C[CH2:5][N:6]([CH3:35])[C:7]1[CH:12]=[CH:11][C:10]([NH:13]/[C:14](/[C:29]2[CH:34]=[CH:33][CH:32]=[CH:31][CH:30]=2)=[C:15]2\[C:16](=[O:28])[NH:17][C:18]3[C:23]\2=[CH:22][CH:21]=[C:20]([C:24]([O:26][CH3:27])=[O:25])[N:19]=3)=[CH:9][CH:8]=1.O=S1(=O)CCN(C[C:46]([N:48]([C:50]2C=CC(N/C(/C3C=CC=CC=3)=C3\C(=O)NC4C\3=CC=C(C(OC)=O)N=4)=C[CH:51]=2)[CH3:49])=[O:47])CC1.CN(C)CC(N(C1C=CC(N/C(/C2C=CC=CC=2)=C2\C(=O)NC3C\2=CC=C(C(OC)=O)N=3)=CC=1)C)=O.CN(CCN1CCN(C)CC1)C1C=CC(N/C(/C2C=CC=CC=2)=C2\C(=O)NC3C\2=CC=C(C(OC)=O)N=3)=CC=1.C(N(C)C(=O)CN(C)C1C=CC(N/C(/C2C=CC=CC=2)=C2\C(=O)NC3C=C(C(OC)=O)N=CC\2=3)=CC=1)C.CN(C)C(=O)CCN(C)C1C=CC(N/C(/C2C=CC=CC=2)=C2\C(=O)NC3C=C(C(OC)=O)N=CC\2=3)=CC=1.O=S1(=O)CCN(CC(N(C2C=CC(N/C(/C3C=CC=CC=3)=C3\C(=O)NC4C=C(C(OC)=O)N=CC\3=4)=CC=2)C)=O)CC1.CN(C)CC(N(C1C=CC(N/C(/C2C=CC=CC=2)=C2\C(=O)NC3C=C(C(OC)=O)N=CC\2=3)=CC=1)C)=O.CN(CCN1CCN(C)CC1)C1C=CC(N/C(/C2C=CC=CC=2)=C2\C(=O)NC3C=C(C(OC)=O)N=CC\2=3)=CC=1.C(N(C)C(=O)CN(C)C1C=CC(N/C(/C2C=CC=CC=2)=C2\C(=O)NC3C\2=NC=C(C(OC)=O)C=3)=CC=1)C.CN(C)C(=O)CCN(C)C1C=CC(N/C(/C2C=CC=CC=2)=C2\C(=O)NC3C\2=NC=C(C(OC)=O)C=3)=CC=1.O=S1(=O)CCN(CC(N(C2C=CC(N/C(/C3C=CC=CC=3)=C3\C(=O)NC4C\3=NC=C(C(OC)=O)C=4)=CC=2)C)=O)CC1.CN(C)CC(N(C1C=CC(N/C(/C2C=CC=CC=2)=C2\C(=O)NC3C\2=NC=C(C(OC)=O)C=3)=CC=1)C)=O.CN(CCN1CCN(C)CC1)C1C=CC(N/C(/C2C=CC=CC=2)=C2\C(=O)NC3C\2=NC=C(C(OC)=O)C=3)=CC=1, predict the reaction product. The product is: [CH2:50]([N:48]([CH3:49])[C:46](=[O:47])[CH2:5][N:6]([CH3:35])[C:7]1[CH:12]=[CH:11][C:10]([NH:13]/[C:14](/[C:29]2[CH:30]=[CH:31][CH:32]=[CH:33][CH:34]=2)=[C:15]2\[C:16](=[O:28])[NH:17][C:18]3[C:23]\2=[CH:22][CH:21]=[C:20]([C:24]([O:26][CH3:27])=[O:25])[N:19]=3)=[CH:9][CH:8]=1)[CH3:51]. (3) Given the reactants [C@@H:1]1([N:10]2[C:20]3[N:19]=[C:17]([NH2:18])[NH:16][C:14](=[O:15])[C:13]=3[N:12]=[CH:11]2)[O:9][C@H:6]([CH2:7][OH:8])[C@@H:4]([OH:5])[C@H:2]1[OH:3].[C:21](O)(=[O:29])[CH2:22][CH2:23][CH2:24][CH2:25][C:26]([OH:28])=[O:27].O=C1N(P(Cl)(N2CCOC2=O)=O)CCO1, predict the reaction product. The product is: [C:26]([CH2:25][CH2:24][CH2:23][CH2:22][C:21]([C@@:1]1([N:10]2[C:20]3[N:19]=[C:17]([NH2:18])[NH:16][C:14](=[O:15])[C:13]=3[N:12]=[CH:11]2)[O:9][C@H:6]([CH2:7][OH:8])[C@@H:4]([OH:5])[C@H:2]1[OH:3])=[O:29])([OH:28])=[O:27]. (4) Given the reactants [CH3:1][C:2]1[N:7]2[CH:8]=[C:9]([CH2:11][CH2:12][C:13]3[N:14](COCC[Si](C)(C)C)[CH:15]=[C:16]([C:18]4[S:19][CH:20]=[CH:21][CH:22]=4)[N:17]=3)[N:10]=[C:6]2[N:5]=[C:4]([CH3:31])[CH:3]=1.[F:32][C:33]([F:38])([F:37])[C:34]([OH:36])=[O:35], predict the reaction product. The product is: [OH:36][C:34]([C:33]([F:38])([F:37])[F:32])=[O:35].[CH3:1][C:2]1[N:7]2[CH:8]=[C:9]([CH2:11][CH2:12][C:13]3[NH:14][CH:15]=[C:16]([C:18]4[S:19][CH:20]=[CH:21][CH:22]=4)[N:17]=3)[N:10]=[C:6]2[N:5]=[C:4]([CH3:31])[CH:3]=1. (5) Given the reactants [N+]([O-])([O-])=[O:2].[Bi+3:5].[N+]([O-])([O-])=[O:7].[N+]([O-])([O-])=[O:11].[NH4+].[NH4+].[O-:16][Mo:17]([O-])(=O)=O.N, predict the reaction product. The product is: [O-2:2].[O-2:7].[O-2:11].[O-2:16].[O-2:2].[O-2:2].[O-2:2].[O-2:2].[O-2:2].[Mo:17].[Mo:17].[Bi+3:5].[Bi+3:5]. (6) The product is: [OH:1][CH:2]1[C:6]2([CH2:7][CH2:8][N:9]([C:12]([O:14][C:15]([CH3:16])([CH3:18])[CH3:17])=[O:13])[CH2:10][CH2:11]2)[C:5](=[O:19])[N:4]([C:22]2[CH2:26][O:25][C:24](=[O:27])[CH:23]=2)[CH:3]1[CH3:20]. Given the reactants [OH:1][CH:2]1[C:6]2([CH2:11][CH2:10][N:9]([C:12]([O:14][C:15]([CH3:18])([CH3:17])[CH3:16])=[O:13])[CH2:8][CH2:7]2)[C:5](=[O:19])[NH:4][CH:3]1[CH3:20].Br[C:22]1[CH2:26][O:25][C:24](=[O:27])[CH:23]=1.CC1(C)C2C(=C(P(C3C=CC=CC=3)C3C=CC=CC=3)C=CC=2)OC2C(P(C3C=CC=CC=3)C3C=CC=CC=3)=CC=CC1=2.C([O-])([O-])=O.[K+].[K+].O, predict the reaction product. (7) The product is: [Br:18][C:16]1[CH:15]=[CH:14][C:13]([F:19])=[C:12]([C:7]([NH:6][C:3](=[O:4])[CH2:2][Cl:1])([CH2:8][OH:9])[CH2:10][OH:11])[CH:17]=1. Given the reactants [Cl:1][CH2:2][C:3](Cl)=[O:4].[NH2:6][C:7]([C:12]1[CH:17]=[C:16]([Br:18])[CH:15]=[CH:14][C:13]=1[F:19])([CH2:10][OH:11])[CH2:8][OH:9].C([O-])([O-])=O.[K+].[K+].CO, predict the reaction product. (8) Given the reactants [Cl:1][C:2]1[N:3]=[C:4]([C:9]([NH:11][C@H:12]2[CH2:17][CH2:16][N:15]([C:18]3[S:19][C:20]([C:26]([O:28][CH2:29][CH3:30])=[O:27])=[C:21]([C:23]([OH:25])=O)[N:22]=3)[CH2:14][C@H:13]2[O:31][CH2:32][CH3:33])=[O:10])[NH:5][C:6]=1[CH2:7][CH3:8].Cl.[F:35][CH2:36][CH2:37][NH2:38].CCN=C=NCCCN(C)C.Cl.ON1C2C=CC=CC=2N=N1, predict the reaction product. The product is: [Cl:1][C:2]1[N:3]=[C:4]([C:9]([NH:11][C@H:12]2[CH2:17][CH2:16][N:15]([C:18]3[S:19][C:20]([C:26]([O:28][CH2:29][CH3:30])=[O:27])=[C:21]([C:23](=[O:25])[NH:38][CH2:37][CH2:36][F:35])[N:22]=3)[CH2:14][C@H:13]2[O:31][CH2:32][CH3:33])=[O:10])[NH:5][C:6]=1[CH2:7][CH3:8]. (9) Given the reactants [C:1]([C:4]1[N:5]([CH2:22][C:23]2[CH:28]=[CH:27][C:26]([CH2:29]O)=[CH:25][CH:24]=2)[C:6](=[O:21])[C:7]2[C:12]([C:13]=1[C:14]1[CH:19]=[CH:18][CH:17]=[CH:16][CH:15]=1)=[CH:11][C:10]([Br:20])=[CH:9][CH:8]=2)(=[O:3])[CH3:2].[S:31]([O-])(=O)(=O)[CH3:32].C[S-].[Na+], predict the reaction product. The product is: [C:1]([C:4]1[N:5]([CH2:22][C:23]2[CH:28]=[CH:27][C:26]([CH2:29][S:31][CH3:32])=[CH:25][CH:24]=2)[C:6](=[O:21])[C:7]2[C:12]([C:13]=1[C:14]1[CH:19]=[CH:18][CH:17]=[CH:16][CH:15]=1)=[CH:11][C:10]([Br:20])=[CH:9][CH:8]=2)(=[O:3])[CH3:2]. (10) The product is: [Cl:1][C:2]1[CH:3]=[C:4]([S:9]([NH:12][CH2:13][C:14]2[CH:15]=[CH:16][C:17]([C:20]([OH:22])=[O:21])=[N:18][CH:19]=2)(=[O:10])=[O:11])[CH:5]=[CH:6][C:7]=1[F:8]. Given the reactants [Cl:1][C:2]1[CH:3]=[C:4]([S:9]([NH:12][CH2:13][C:14]2[CH:15]=[CH:16][C:17]([C:20]([O:22]C)=[O:21])=[N:18][CH:19]=2)(=[O:11])=[O:10])[CH:5]=[CH:6][C:7]=1[F:8].[OH-].[K+], predict the reaction product.